The task is: Predict the reaction yield, written as a fraction of the theoretical maximum amount of product (1.0 means a 100% yield; for example, 0.34 means a 34% yield).. This data is from Reaction yield outcomes from USPTO patents with 853,638 reactions. (1) The reactants are [CH2:1]([SH:3])[CH3:2].[C:4]1([C:30]2[CH:35]=[CH:34][CH:33]=[CH:32][CH:31]=2)[CH:9]=[CH:8][C:7]([O:10][CH:11]2[CH2:15][CH2:14][N:13]([C:16]3[CH:21]=[CH:20][C:19]([O:22][CH2:23][C@H:24]4[CH2:26][O:25]4)=[C:18]([O:27][CH3:28])[CH:17]=3)[C:12]2=[O:29])=[CH:6][CH:5]=1.[OH-].[K+]. The catalyst is C1COCC1.C(Cl)Cl. The product is [C:4]1([C:30]2[CH:31]=[CH:32][CH:33]=[CH:34][CH:35]=2)[CH:9]=[CH:8][C:7]([O:10][CH:11]2[CH2:15][CH2:14][N:13]([C:16]3[CH:21]=[CH:20][C:19]([O:22][CH2:23][C@H:24]([OH:25])[CH2:26][S:3][CH2:1][CH3:2])=[C:18]([O:27][CH3:28])[CH:17]=3)[C:12]2=[O:29])=[CH:6][CH:5]=1. The yield is 0.720. (2) The reactants are N[C:2]1[C:10]2[C:5](=[N:6][C:7]([C:17]3[CH:22]=[CH:21][C:20]([F:23])=[CH:19][CH:18]=3)=[C:8]([C:11]3[CH:16]=[CH:15][N:14]=[CH:13][CH:12]=3)[CH:9]=2)[NH:4][N:3]=1.N([O-])=O.[Na+].C(=O)(O)[O-].[Na+].N.[BrH:34]. The catalyst is O. The product is [Br:34][C:2]1[C:10]2[C:5](=[N:6][C:7]([C:17]3[CH:22]=[CH:21][C:20]([F:23])=[CH:19][CH:18]=3)=[C:8]([C:11]3[CH:16]=[CH:15][N:14]=[CH:13][CH:12]=3)[CH:9]=2)[NH:4][N:3]=1. The yield is 0.210. (3) The reactants are C(Cl)(=O)C(Cl)=O.[O:7]=[C:8]([C:12]1[O:13][CH:14]=[CH:15][CH:16]=1)[C:9]([OH:11])=[O:10].[N:17]12[CH2:24][CH2:23][CH:20]([CH2:21][CH2:22]1)[C@@H:19](O)[CH2:18]2. The catalyst is CN(C)C=O.C(Cl)(Cl)Cl. The product is [N:17]12[CH2:24][CH2:23][CH:20]([CH2:21][CH2:22]1)[C@@H:19]([O:10][C:9](=[O:11])[C:8](=[O:7])[C:12]1[O:13][CH:14]=[CH:15][CH:16]=1)[CH2:18]2. The yield is 0.525. (4) The reactants are [O:1]1[CH2:6][CH2:5][NH:4][C:3]2[CH:7]=[CH:8][C:9]([O:11][C:12]3[C:21]4[C:16](=[CH:17][C:18]([O:23][CH3:24])=[C:19]([OH:22])[CH:20]=4)[N:15]=[CH:14][CH:13]=3)=[CH:10][C:2]1=2.[CH3:25][C:26]1[O:30][N:29]=[C:28]([NH:31][C:32](=O)[O:33]C2C=CC([N+]([O-])=O)=CC=2)[CH:27]=1.C(N(CC)CC)C. The catalyst is C1COCC1. The product is [OH:22][C:19]1[CH:20]=[C:21]2[C:16](=[CH:17][C:18]=1[O:23][CH3:24])[N:15]=[CH:14][CH:13]=[C:12]2[O:11][C:9]1[CH:8]=[CH:7][C:3]2[N:4]([C:32]([NH:31][C:28]3[CH:27]=[C:26]([CH3:25])[O:30][N:29]=3)=[O:33])[CH2:5][CH2:6][O:1][C:2]=2[CH:10]=1. The yield is 0.380. (5) The reactants are [Si:1]([O:8][C:9]1([C:15]([O:17][CH2:18][CH3:19])=[O:16])[CH2:11][CH:10]1C(O)=O)([C:4]([CH3:7])([CH3:6])[CH3:5])([CH3:3])[CH3:2].CC[N:22]([CH:26](C)C)C(C)C.C1C=CC(P(N=[N+]=[N-])(C2C=CC=CC=2)=[O:36])=CC=1.[CH2:46]([OH:53])[C:47]1[CH:52]=[CH:51][CH:50]=[CH:49][CH:48]=1. The catalyst is C1(C)C=CC=CC=1.C(OCC)(=O)C. The product is [CH2:18]([O:17][C:15]([C:9]1([O:8][Si:1]([C:4]([CH3:5])([CH3:6])[CH3:7])([CH3:2])[CH3:3])[CH2:11][CH:10]1[NH:22][C:26]([O:53][CH2:46][C:47]1[CH:52]=[CH:51][CH:50]=[CH:49][CH:48]=1)=[O:36])=[O:16])[CH3:19]. The yield is 0.300.